From a dataset of Forward reaction prediction with 1.9M reactions from USPTO patents (1976-2016). Predict the product of the given reaction. (1) Given the reactants Br[CH2:2][C:3]1[CH:12]=[CH:11][C:6]([C:7]([O:9][CH3:10])=[O:8])=[CH:5][CH:4]=1.[NH2:13][C@H:14]1[CH2:19][CH2:18][C@H:17]([OH:20])[CH2:16][CH2:15]1.C(=O)([O-])[O-].[K+].[K+], predict the reaction product. The product is: [CH3:10][O:9][C:7](=[O:8])[C:6]1[CH:11]=[CH:12][C:3]([CH2:2][NH:13][C@H:14]2[CH2:19][CH2:18][C@H:17]([OH:20])[CH2:16][CH2:15]2)=[CH:4][CH:5]=1. (2) Given the reactants [F:1][C:2]1[CH:7]=[CH:6][C:5]([C:8]2[C:13]([C:14]3[CH:19]=[CH:18][N:17]=[CH:16][CH:15]=3)=[C:12]([C:20]3[CH:25]=[CH:24][C:23]([F:26])=[CH:22][CH:21]=3)[N:11]=[C:10]3[NH:27][N:28]=[CH:29][C:9]=23)=[CH:4][CH:3]=1.[OH-].[K+].Cl[CH2:33][C:34]1[CH:39]=[CH:38][C:37]([S:40][CH3:41])=[CH:36][CH:35]=1, predict the reaction product. The product is: [F:1][C:2]1[CH:7]=[CH:6][C:5]([C:8]2[C:9]3[C:10](=[N:27][N:28]([CH2:33][C:34]4[CH:39]=[CH:38][C:37]([S:40][CH3:41])=[CH:36][CH:35]=4)[CH:29]=3)[N:11]=[C:12]([C:20]3[CH:25]=[CH:24][C:23]([F:26])=[CH:22][CH:21]=3)[C:13]=2[C:14]2[CH:15]=[CH:16][N:17]=[CH:18][CH:19]=2)=[CH:4][CH:3]=1.[F:1][C:2]1[CH:7]=[CH:6][C:5]([C:8]2[C:13]([C:14]3[CH:15]=[CH:16][N:17]=[CH:18][CH:19]=3)=[C:12]([C:20]3[CH:25]=[CH:24][C:23]([F:26])=[CH:22][CH:21]=3)[N:11]=[C:10]3[N:27]([CH2:33][C:34]4[CH:39]=[CH:38][C:37]([S:40][CH3:41])=[CH:36][CH:35]=4)[N:28]=[CH:29][C:9]=23)=[CH:4][CH:3]=1. (3) Given the reactants [CH3:1][C:2]([C:6]1[CH:17]=[CH:16][C:9]2[C:10](=[O:15])[NH:11][CH2:12][CH2:13][O:14][C:8]=2[CH:7]=1)([CH3:5])[CH:3]=[O:4].Br[C:19]1[CH:26]=[CH:25][CH:24]=[C:23]([Cl:27])[C:20]=1[CH:21]=[O:22].C([O-])([O-])=O.[Cs+].[Cs+].CC1(C)C2C(=C(P(C3C=CC=CC=3)C3C=CC=CC=3)C=CC=2)OC2C(P(C3C=CC=CC=3)C3C=CC=CC=3)=CC=CC1=2, predict the reaction product. The product is: [Cl:27][C:23]1[CH:24]=[CH:25][CH:26]=[C:19]([N:11]2[C:10](=[O:15])[C:9]3[CH:16]=[CH:17][C:6]([C:2]([CH3:1])([CH3:5])[CH:3]=[O:4])=[CH:7][C:8]=3[O:14][CH2:13][CH2:12]2)[C:20]=1[CH:21]=[O:22]. (4) Given the reactants [F:1][CH:2]([F:24])[O:3][C:4]1[CH:9]=[CH:8][C:7]([N:10]2[CH:15]=[CH:14][C:13](=[O:16])[C:12]([C:17](=O)/[CH:18]=[CH:19]/[N:20](C)C)=[N:11]2)=[CH:6][CH:5]=1.[F:25][C:26]([F:37])([F:36])[O:27][C:28]1[CH:29]=[C:30]([NH:34]N)[CH:31]=[CH:32][CH:33]=1, predict the reaction product. The product is: [F:1][CH:2]([F:24])[O:3][C:4]1[CH:9]=[CH:8][C:7]([N:10]2[CH:15]=[CH:14][C:13](=[O:16])[C:12]([C:17]3[N:34]([C:30]4[CH:31]=[CH:32][CH:33]=[C:28]([O:27][C:26]([F:25])([F:36])[F:37])[CH:29]=4)[N:20]=[CH:19][CH:18]=3)=[N:11]2)=[CH:6][CH:5]=1. (5) The product is: [C:1]([C:3]1[C:4]([N:18]2[CH2:23][CH2:22][CH:21]([C:24]([NH:38][S:35]([CH2:34][C:30]3[CH:31]=[CH:32][CH:33]=[C:28]([F:27])[CH:29]=3)(=[O:37])=[O:36])=[O:26])[CH2:20][CH2:19]2)=[N:5][C:6]([C:14]([F:17])([F:15])[F:16])=[C:7]([CH:8]=1)[C:9]([O:11][CH2:12][CH3:13])=[O:10])#[N:2]. Given the reactants [C:1]([C:3]1[C:4]([N:18]2[CH2:23][CH2:22][CH:21]([C:24]([OH:26])=O)[CH2:20][CH2:19]2)=[N:5][C:6]([C:14]([F:17])([F:16])[F:15])=[C:7]([C:9]([O:11][CH2:12][CH3:13])=[O:10])[CH:8]=1)#[N:2].[F:27][C:28]1[CH:29]=[C:30]([CH2:34][S:35]([NH2:38])(=[O:37])=[O:36])[CH:31]=[CH:32][CH:33]=1, predict the reaction product. (6) The product is: [CH2:3]([C:5]1[CH:6]=[CH:7][C:8]([C:11]2[N:16]=[C:15]([N:17]([CH3:41])[CH2:18][CH2:19][CH2:20][O:21][C:22]3[CH:23]=[C:24]4[C:28](=[CH:29][CH:30]=3)[C@H:27]([CH2:31][C:32]([O:34][CH2:35][CH3:36])=[O:33])[CH2:26][CH2:25]4)[C:14]([C:37]([F:40])([F:38])[F:39])=[CH:13][CH:12]=2)=[CH:9][CH:10]=1)[CH3:4]. Given the reactants [H-].[Na+].[CH2:3]([C:5]1[CH:10]=[CH:9][C:8]([C:11]2[N:16]=[C:15]([NH:17][CH2:18][CH2:19][CH2:20][O:21][C:22]3[CH:23]=[C:24]4[C:28](=[CH:29][CH:30]=3)[C@H:27]([CH2:31][C:32]([O:34][CH2:35][CH3:36])=[O:33])[CH2:26][CH2:25]4)[C:14]([C:37]([F:40])([F:39])[F:38])=[CH:13][CH:12]=2)=[CH:7][CH:6]=1)[CH3:4].[CH3:41]N(C=O)C, predict the reaction product. (7) Given the reactants C(OC([N:6]1[C:15]2[C:14]3[CH:16]=[CH:17][C:18]([N:20]4[CH2:24][C@H:23]([CH2:25][NH:26][C:27]([O:29][CH2:30][CH3:31])=[O:28])[O:22][C:21]4=[O:32])=[CH:19][C:13]=3[CH2:12][CH2:11][CH2:10][C:9]=2[CH:8]=[N:7]1)=O)C.C[O-].[Na+], predict the reaction product. The product is: [CH2:30]([O:29][C:27](=[O:28])[NH:26][CH2:25][C@@H:23]1[O:22][C:21](=[O:32])[N:20]([C:18]2[CH:17]=[CH:16][C:14]3[C:15]4[NH:6][N:7]=[CH:8][C:9]=4[CH2:10][CH2:11][CH2:12][C:13]=3[CH:19]=2)[CH2:24]1)[CH3:31].